Task: Predict the reactants needed to synthesize the given product.. Dataset: Full USPTO retrosynthesis dataset with 1.9M reactions from patents (1976-2016) (1) Given the product [F:18][C:19]1[CH:20]=[C:21]([NH:22][C:2]2[CH:3]=[CH:4][C:5]([O:8][C:9]3[CH:14]=[CH:13][CH:12]=[C:11]([N:15]([CH3:17])[CH3:16])[CH:10]=3)=[CH:6][N:7]=2)[CH:23]=[CH:24][C:25]=1[F:26], predict the reactants needed to synthesize it. The reactants are: Cl[C:2]1[N:7]=[CH:6][C:5]([O:8][C:9]2[CH:10]=[C:11]([N:15]([CH3:17])[CH3:16])[CH:12]=[CH:13][CH:14]=2)=[CH:4][CH:3]=1.[F:18][C:19]1[CH:20]=[C:21]([CH:23]=[CH:24][C:25]=1[F:26])[NH2:22].C1(P(C2C=CC=CC=2)C2C3OC4C(=CC=CC=4P(C4C=CC=CC=4)C4C=CC=CC=4)C(C)(C)C=3C=CC=2)C=CC=CC=1.C(=O)([O-])[O-].[Cs+].[Cs+]. (2) Given the product [Cl:31][C:17]1[CH:18]=[C:19]2[C:24](=[CH:25][C:16]=1[O:15][C:14]1[CH:13]=[CH:12][C:11]([C:9](=[O:10])[NH:8][C:6]3[CH:5]=[CH:4][CH:3]=[C:2]([CH2:35][CH:36]([CH3:38])[CH3:37])[N:7]=3)=[CH:33][CH:32]=1)[O:23][CH2:22][CH2:21][CH:20]2[C:26]([OH:28])=[O:27], predict the reactants needed to synthesize it. The reactants are: Br[C:2]1[N:7]=[C:6]([NH:8][C:9]([C:11]2[CH:33]=[CH:32][C:14]([O:15][C:16]3[CH:25]=[C:24]4[C:19]([CH:20]([C:26]([O:28]CC)=[O:27])[CH2:21][CH2:22][O:23]4)=[CH:18][C:17]=3[Cl:31])=[CH:13][CH:12]=2)=[O:10])[CH:5]=[CH:4][CH:3]=1.[Br-].[CH2:35]([Zn+])[CH:36]([CH3:38])[CH3:37]. (3) Given the product [NH2:14][CH2:13][CH:12]([NH:11][C:8]([C:4]1[S:5][CH:6]=[C:2]([C:35]2[N:36]([CH3:37])[N:32]=[CH:33][CH:34]=2)[CH:3]=1)=[O:10])[C:22]1[CH:27]=[CH:26][CH:25]=[CH:24][C:23]=1[C:28]([F:29])([F:30])[F:31], predict the reactants needed to synthesize it. The reactants are: Br[C:2]1[CH:3]=[C:4]([C:8]([OH:10])=O)[S:5][C:6]=1Br.[NH2:11][CH:12]([C:22]1[CH:27]=[CH:26][CH:25]=[CH:24][C:23]=1[C:28]([F:31])([F:30])[F:29])[CH2:13][NH:14]C(=O)OC(C)(C)C.[NH2:32][CH:33](CC1C=CC=CC=1)[CH2:34][CH2:35][NH:36][C:37](=O)OC(C)(C)C. (4) Given the product [CH:25]([C:3]1[C:2](/[CH:42]=[CH:41]/[C@H:31]2[O:30][C:29]([CH3:28])([CH3:43])[O:34][C@@H:33]([CH2:35][C:36]([O:38][CH2:39][CH3:40])=[O:37])[CH2:32]2)=[C:6]([C:7]2[CH:12]=[CH:11][CH:10]=[C:9]([C:13]([F:16])([F:15])[F:14])[CH:8]=2)[N:5]([C:17]2[CH:22]=[CH:21][N:20]=[C:19]([O:23][CH3:24])[N:18]=2)[N:4]=1)([CH3:27])[CH3:26], predict the reactants needed to synthesize it. The reactants are: Br[C:2]1[C:3]([CH:25]([CH3:27])[CH3:26])=[N:4][N:5]([C:17]2[CH:22]=[CH:21][N:20]=[C:19]([O:23][CH3:24])[N:18]=2)[C:6]=1[C:7]1[CH:12]=[CH:11][CH:10]=[C:9]([C:13]([F:16])([F:15])[F:14])[CH:8]=1.[CH3:28][C:29]1([CH3:43])[O:34][C@H:33]([CH2:35][C:36]([O:38][CH2:39][CH3:40])=[O:37])[CH2:32][C@H:31]([CH:41]=[CH2:42])[O:30]1. (5) Given the product [CH2:15]([N:22]1[CH2:27][CH2:26][CH:25]([C:28]([O:30][CH3:31])=[O:29])[CH:24]([C:9]2[CH:10]=[CH:11][CH:12]=[C:7]([Br:6])[CH:8]=2)[CH2:23]1)[C:16]1[CH:17]=[CH:18][CH:19]=[CH:20][CH:21]=1, predict the reactants needed to synthesize it. The reactants are: C1COCC1.[Br:6][C:7]1[CH:8]=[C:9]([Mg]Br)[CH:10]=[CH:11][CH:12]=1.[CH2:15]([N:22]1[CH2:27][CH:26]=[C:25]([C:28]([O:30][CH3:31])=[O:29])[CH2:24][CH2:23]1)[C:16]1[CH:21]=[CH:20][CH:19]=[CH:18][CH:17]=1.